Dataset: Peptide-MHC class I binding affinity with 185,985 pairs from IEDB/IMGT. Task: Regression. Given a peptide amino acid sequence and an MHC pseudo amino acid sequence, predict their binding affinity value. This is MHC class I binding data. (1) The peptide sequence is WRLSAQWQKG. The MHC is HLA-A32:01 with pseudo-sequence HLA-A32:01. The binding affinity (normalized) is 0.0301. (2) The peptide sequence is VMKRYSAPF. The MHC is HLA-B08:01 with pseudo-sequence HLA-B08:01. The binding affinity (normalized) is 0.797. (3) The peptide sequence is ATPENAAAL. The MHC is HLA-C14:02 with pseudo-sequence HLA-C14:02. The binding affinity (normalized) is 0.521. (4) The peptide sequence is RVHFHRFMY. The MHC is HLA-A02:11 with pseudo-sequence HLA-A02:11. The binding affinity (normalized) is 0.0847. (5) The peptide sequence is FEEALNVALA. The MHC is HLA-B40:02 with pseudo-sequence HLA-B40:02. The binding affinity (normalized) is 0.479. (6) The MHC is H-2-Kk with pseudo-sequence H-2-Kk. The binding affinity (normalized) is 0.155. The peptide sequence is AEQATSNYY. (7) The peptide sequence is FYPINDDFY. The MHC is HLA-A26:02 with pseudo-sequence HLA-A26:02. The binding affinity (normalized) is 0.0847. (8) The peptide sequence is SFSIFLLALL. The MHC is Patr-A0901 with pseudo-sequence Patr-A0901. The binding affinity (normalized) is 0.162. (9) The peptide sequence is KPSNSEDLL. The MHC is HLA-B15:01 with pseudo-sequence HLA-B15:01. The binding affinity (normalized) is 0.